Dataset: Catalyst prediction with 721,799 reactions and 888 catalyst types from USPTO. Task: Predict which catalyst facilitates the given reaction. Reactant: [CH3:1][O:2][C:3]1[CH:4]=[C:5]([CH:9]=[C:10]([C:12]([F:15])([F:14])[F:13])[CH:11]=1)[C:6](O)=[O:7].C1C=CC2N(O)N=[N:22]C=2C=1.CCN=C=NCCCN(C)C.[NH4+].[OH-]. Product: [CH3:1][O:2][C:3]1[CH:4]=[C:5]([CH:9]=[C:10]([C:12]([F:15])([F:14])[F:13])[CH:11]=1)[C:6]([NH2:22])=[O:7]. The catalyst class is: 3.